This data is from hERG potassium channel inhibition data for cardiac toxicity prediction from Karim et al.. The task is: Regression/Classification. Given a drug SMILES string, predict its toxicity properties. Task type varies by dataset: regression for continuous values (e.g., LD50, hERG inhibition percentage) or binary classification for toxic/non-toxic outcomes (e.g., AMES mutagenicity, cardiotoxicity, hepatotoxicity). Dataset: herg_karim. (1) The drug is CCOC(CN1CCN(CCc2ccc(C#N)c(OC)c2)CC1)c1ccc2c(c1C)COC2=O. The result is 1 (blocker). (2) The molecule is COc1ccc(CNc2nnc(N3CCC4(CC3)CC(O)C4)c3ccc(C#N)cc23)cc1Cl. The result is 1 (blocker).